From a dataset of Forward reaction prediction with 1.9M reactions from USPTO patents (1976-2016). Predict the product of the given reaction. (1) Given the reactants [C:1](Cl)(Cl)=[S:2].[C:5]1([CH:11]([C:14]2[CH:19]=[CH:18][CH:17]=[CH:16][CH:15]=2)[CH2:12][NH2:13])[CH:10]=[CH:9][CH:8]=[CH:7][CH:6]=1.[OH-].[Na+], predict the reaction product. The product is: [N:13]([CH2:12][CH:11]([C:5]1[CH:10]=[CH:9][CH:8]=[CH:7][CH:6]=1)[C:14]1[CH:19]=[CH:18][CH:17]=[CH:16][CH:15]=1)=[C:1]=[S:2]. (2) Given the reactants Cl.[CH3:2][C:3]1([CH3:21])[CH2:7][C:6]2[C:8]([CH3:20])=[C:9]([N:14]3[CH2:19][CH2:18][NH:17][CH2:16][CH2:15]3)[C:10]([CH3:13])=[C:11]([CH3:12])[C:5]=2[O:4]1.Br[C:23]1[CH:28]=[CH:27][C:26]([CH3:29])=[C:25]([Cl:30])[CH:24]=1, predict the reaction product. The product is: [Cl:30][C:25]1[CH:24]=[C:23]([N:17]2[CH2:16][CH2:15][N:14]([C:9]3[C:10]([CH3:13])=[C:11]([CH3:12])[C:5]4[O:4][C:3]([CH3:21])([CH3:2])[CH2:7][C:6]=4[C:8]=3[CH3:20])[CH2:19][CH2:18]2)[CH:28]=[CH:27][C:26]=1[CH3:29]. (3) Given the reactants Br[C:2]1[N:6]([CH3:7])[N:5]=[CH:4][C:3]=1[C:8]1[N:9]=[C:10]([CH3:19])[N:11]2[C:16]=1[C:15]([NH:17][CH3:18])=[N:14][CH:13]=[N:12]2.[F:20][C:21]([F:32])([F:31])[C:22]1[CH:27]=[CH:26][C:25](B(O)O)=[CH:24][CH:23]=1.P([O-])([O-])([O-])=O.[K+].[K+].[K+], predict the reaction product. The product is: [CH3:18][NH:17][C:15]1[C:16]2=[C:8]([C:3]3[CH:4]=[N:5][N:6]([CH3:7])[C:2]=3[C:25]3[CH:26]=[CH:27][C:22]([C:21]([F:32])([F:31])[F:20])=[CH:23][CH:24]=3)[N:9]=[C:10]([CH3:19])[N:11]2[N:12]=[CH:13][N:14]=1.